Predict the reaction yield, written as a fraction of the theoretical maximum amount of product (1.0 means a 100% yield; for example, 0.34 means a 34% yield). From a dataset of Reaction yield outcomes from USPTO patents with 853,638 reactions. (1) The reactants are [N+:1](CCC)([O-:3])=[O:2].[O:7]1[CH2:11][CH2:10][CH2:9][CH2:8]1.N12CCCN=C1CCC[CH2:14][CH2:13]2.C(=O)CC. The catalyst is C(OCC)(=O)C. The product is [OH:7][CH:8]([CH2:13][CH3:14])[CH:9]([N+:1]([O-:3])=[O:2])[CH2:10][CH3:11]. The yield is 0.840. (2) The reactants are Br[C:2]1[CH:7]=[CH:6][C:5]([Cl:8])=[C:4]([O:9][CH3:10])[CH:3]=1.C([Li])CCC.C[O:17][B:18](OC)[O:19]C. The catalyst is C1(C)C=CC=CC=1.C1COCC1. The product is [Cl:8][C:5]1[CH:6]=[CH:7][C:2]([B:18]([OH:19])[OH:17])=[CH:3][C:4]=1[O:9][CH3:10]. The yield is 0.650. (3) The reactants are Br[C:2]1[CH:3]=[CH:4][C:5]([Cl:8])=[N:6][CH:7]=1.[Li]CCCC.[B:14](OC(C)C)([O:19]C(C)C)[O:15]C(C)C.Cl. No catalyst specified. The product is [B:14]([OH:19])([OH:15])[C:2]1[CH:3]=[CH:4][C:5]([Cl:8])=[N:6][CH:7]=1. The yield is 0.600. (4) The reactants are Cl[C:2]1[C:7]([N+:8]([O-:10])=[O:9])=[C:6]([NH2:11])[CH:5]=[CH:4][N:3]=1.[NH:12]1[CH2:17][CH2:16][CH2:15][CH2:14][CH2:13]1.C([O-])([O-])=O.[K+].[K+]. The catalyst is CN(C=O)C.CCOC(C)=O. The product is [N+:8]([C:7]1[C:2]([N:12]2[CH2:17][CH2:16][CH2:15][CH2:14][CH2:13]2)=[N:3][CH:4]=[CH:5][C:6]=1[NH2:11])([O-:10])=[O:9]. The yield is 0.756.